Dataset: Forward reaction prediction with 1.9M reactions from USPTO patents (1976-2016). Task: Predict the product of the given reaction. (1) The product is: [CH2:4]([O:11][C@H:12]([CH2:13][CH2:14][CH2:15][CH2:16][CH2:17][CH2:18][C@@H:19]([OH:32])[CH2:20][CH3:36])[CH3:33])[C:5]1[CH:6]=[CH:7][CH:8]=[CH:9][CH:10]=1. Given the reactants C[Mg]Cl.[CH2:4]([O:11][C@@H:12]([CH3:33])[CH2:13][CH2:14][CH2:15][CH2:16][CH2:17][CH2:18][C@@H:19]([OH:32])[CH2:20]OS(C1C=CC(C)=CC=1)(=O)=O)[C:5]1[CH:10]=[CH:9][CH:8]=[CH:7][CH:6]=1.[Cl-].[NH4+].[CH2:36](OCC)C, predict the reaction product. (2) Given the reactants [Br:1][C:2]1[S:6][C:5]([CH2:7][OH:8])=[CH:4][CH:3]=1.[H-].[Na+].Cl[C:12]1[C:17]([CH3:19])([CH3:18])[C:16](=[O:20])[C:15]([CH3:22])([CH3:21])[C:14](=[O:23])[CH:13]=1, predict the reaction product. The product is: [Br:1][C:2]1[S:6][C:5]([CH2:7][O:8][C:12]2[C:17]([CH3:18])([CH3:19])[C:16](=[O:20])[C:15]([CH3:22])([CH3:21])[C:14](=[O:23])[CH:13]=2)=[CH:4][CH:3]=1.